Task: Predict which catalyst facilitates the given reaction.. Dataset: Catalyst prediction with 721,799 reactions and 888 catalyst types from USPTO Reactant: [CH2:1]([O:5][CH2:6][CH2:7][CH2:8]O)[CH2:2][CH2:3][CH3:4].C(N(CC)CC)C.[C:17]1([CH3:27])[CH:22]=[CH:21][C:20]([S:23](Cl)(=[O:25])=[O:24])=[CH:19][CH:18]=1.[OH2:28]. Product: [CH2:1]([O:5][CH2:6][CH2:7][CH2:8][C:21]1[CH:22]=[C:17]([CH3:27])[CH:18]=[CH:19][C:20]=1[S:23]([OH:28])(=[O:25])=[O:24])[CH2:2][CH2:3][CH3:4]. The catalyst class is: 112.